From a dataset of Catalyst prediction with 721,799 reactions and 888 catalyst types from USPTO. Predict which catalyst facilitates the given reaction. (1) Reactant: [C:1]([N:3]=[C:4]([N:13]1[CH2:18][CH2:17][NH:16][CH2:15][C:14]1([CH3:20])[CH3:19])[NH:5][C:6]1[CH:11]=[CH:10][CH:9]=[CH:8][C:7]=1[CH3:12])#[N:2].C[C:22]1[N:26]([C:27]2[CH:32]=[CH:31][CH:30]=[CH:29][CH:28]=2)[N:25]=[N:24][N:23]=1.[F-].[K+].C(N(CC)CC)C. Product: [C:1]([N:3]=[C:4]([N:13]1[CH2:18][CH2:17][N:16]([C:22]2[N:26]([C:27]3[CH:32]=[CH:31][CH:30]=[CH:29][CH:28]=3)[N:25]=[N:24][N:23]=2)[CH2:15][C:14]1([CH3:20])[CH3:19])[NH:5][C:6]1[CH:11]=[CH:10][CH:9]=[CH:8][C:7]=1[CH3:12])#[N:2]. The catalyst class is: 12. (2) Reactant: [Cl:1][C:2]1[CH:7]=[C:6]([O:8][C:9]2[CH:10]=[N:11][C:12]([N+:15]([O-])=O)=[CH:13][CH:14]=2)[CH:5]=[CH:4][N:3]=1. Product: [Cl:1][C:2]1[CH:7]=[C:6]([O:8][C:9]2[CH:14]=[CH:13][C:12]([NH2:15])=[N:11][CH:10]=2)[CH:5]=[CH:4][N:3]=1. The catalyst class is: 94. (3) Reactant: [CH3:1][C:2]1[CH:10]=[N:9][CH:8]=[CH:7][C:3]=1[C:4](O)=[O:5].S(Cl)([Cl:13])=O. Product: [CH3:1][C:2]1[CH:10]=[N:9][CH:8]=[CH:7][C:3]=1[C:4]([Cl:13])=[O:5]. The catalyst class is: 2. (4) Reactant: [NH2:1][C:2]1[N:7]=[C:6]([N:8]([CH3:15])[C:9]2[CH:14]=[CH:13][CH:12]=[CH:11][CH:10]=2)[N:5]=[C:4]([C:16]2[N:20]=[C:19]([C:21]3[N:26]=[CH:25][C:24]([C:27](=[O:29])[CH3:28])=[CH:23][CH:22]=3)[O:18][N:17]=2)[N:3]=1.[BH4-].[Na+].CCOC(C)=O.O. Product: [NH2:1][C:2]1[N:7]=[C:6]([N:8]([CH3:15])[C:9]2[CH:14]=[CH:13][CH:12]=[CH:11][CH:10]=2)[N:5]=[C:4]([C:16]2[N:20]=[C:19]([C:21]3[N:26]=[CH:25][C:24]([CH:27]([OH:29])[CH3:28])=[CH:23][CH:22]=3)[O:18][N:17]=2)[N:3]=1. The catalyst class is: 1. (5) Reactant: [C:1]([O:5][C:6]([NH:8][C@H:9]1[CH2:18][CH2:17][C:16]2[C:11](=[CH:12][C:13]([O:19][CH2:20][C:21]([OH:23])=O)=[CH:14][CH:15]=2)[CH2:10]1)=[O:7])([CH3:4])([CH3:3])[CH3:2].[NH:24]1[CH2:29][CH2:28][CH2:27][CH2:26][CH2:25]1.F[P-](F)(F)(F)(F)F.N1(O[P+](N(C)C)(N(C)C)N(C)C)C2C=CC=CC=2N=N1.C(N(CC)CC)C. Product: [C:1]([O:5][C:6]([NH:8][C@H:9]1[CH2:18][CH2:17][C:16]2[C:11](=[CH:12][C:13]([O:19][CH2:20][C:21]([N:24]3[CH2:29][CH2:28][CH2:27][CH2:26][CH2:25]3)=[O:23])=[CH:14][CH:15]=2)[CH2:10]1)=[O:7])([CH3:3])([CH3:2])[CH3:4]. The catalyst class is: 9. (6) Reactant: [F:1][C:2]([F:30])([F:29])[C:3]1[CH:28]=[CH:27][C:6]([O:7][CH2:8][C:9]2[NH:13][C:12]3[CH:14]=[CH:15][C:16]([C:18]4[CH:26]=[CH:25][CH:24]=[CH:23][C:19]=4[C:20](O)=[O:21])=[CH:17][C:11]=3[N:10]=2)=[CH:5][CH:4]=1.F[P-](F)(F)(F)(F)F.N1(O[P+](N(C)C)(N(C)C)N(C)C)C2C=CC=CC=2N=N1.CCN(C(C)C)C(C)C.[CH2:67]([CH2:69][NH2:70])[OH:68]. Product: [OH:68][CH2:67][CH2:69][NH:70][C:20](=[O:21])[C:19]1[CH:23]=[CH:24][CH:25]=[CH:26][C:18]=1[C:16]1[CH:15]=[CH:14][C:12]2[NH:13][C:9]([CH2:8][O:7][C:6]3[CH:5]=[CH:4][C:3]([C:2]([F:1])([F:29])[F:30])=[CH:28][CH:27]=3)=[N:10][C:11]=2[CH:17]=1. The catalyst class is: 3.